This data is from Forward reaction prediction with 1.9M reactions from USPTO patents (1976-2016). The task is: Predict the product of the given reaction. Given the reactants Cl.[C:2]([C:6]1[O:10][N:9]=[C:8]([NH:11][C:12](=[O:35])[NH:13][C:14]2[CH:19]=[CH:18][C:17]([NH:20][C:21](=[O:34])[C:22]3[CH:27]=[CH:26][C:25]([O:28][C@@H:29]4[CH2:33][CH2:32][NH:31][CH2:30]4)=[CH:24][N:23]=3)=[CH:16][CH:15]=2)[CH:7]=1)([CH3:5])([CH3:4])[CH3:3].Cl.F[CH2:38][C:39](C1ON=C(NC(=O)NC2C=CC(NC(=O)C3C=CC(OC4CCNCC4)=CN=3)=CC=2)C=1)(C)[CH2:40]F, predict the reaction product. The product is: [C:2]([C:6]1[O:10][N:9]=[C:8]([NH:11][C:12](=[O:35])[NH:13][C:14]2[CH:19]=[CH:18][C:17]([NH:20][C:21](=[O:34])[C:22]3[CH:27]=[CH:26][C:25]([O:28][C@@H:29]4[CH2:33][CH2:32][N:31]([CH:39]([CH3:40])[CH3:38])[CH2:30]4)=[CH:24][N:23]=3)=[CH:16][CH:15]=2)[CH:7]=1)([CH3:5])([CH3:3])[CH3:4].